Dataset: Forward reaction prediction with 1.9M reactions from USPTO patents (1976-2016). Task: Predict the product of the given reaction. Given the reactants [C:1]([O:5][C:6]([NH:8][C@H:9]([C:11]1[C:20]([C:21]2[CH:26]=[CH:25][CH:24]=[CH:23][CH:22]=2)=[C:19]([C:27](O)=[O:28])[C:18]2[C:13](=[CH:14][CH:15]=[C:16]([F:30])[CH:17]=2)[N:12]=1)[CH3:10])=[O:7])([CH3:4])([CH3:3])[CH3:2].[CH2:31]([NH2:33])[CH3:32].CCN(C(C)C)C(C)C.CN(C(ON1N=NC2C=CC=NC1=2)=[N+](C)C)C.F[P-](F)(F)(F)(F)F, predict the reaction product. The product is: [CH2:31]([NH:33][C:27]([C:19]1[C:18]2[C:13](=[CH:14][CH:15]=[C:16]([F:30])[CH:17]=2)[N:12]=[C:11]([C@@H:9]([NH:8][C:6](=[O:7])[O:5][C:1]([CH3:3])([CH3:2])[CH3:4])[CH3:10])[C:20]=1[C:21]1[CH:26]=[CH:25][CH:24]=[CH:23][CH:22]=1)=[O:28])[CH3:32].